From a dataset of Full USPTO retrosynthesis dataset with 1.9M reactions from patents (1976-2016). Predict the reactants needed to synthesize the given product. Given the product [NH2:14][C:9]1[CH:10]=[CH:11][CH:12]=[CH:13][C:8]=1[NH:7][C:5]1[S:6][C:2]([CH3:1])=[CH:3][C:4]=1[C:17]#[N:18], predict the reactants needed to synthesize it. The reactants are: [CH3:1][C:2]1[S:6][C:5]([NH:7][C:8]2[CH:13]=[CH:12][CH:11]=[CH:10][C:9]=2[N+:14]([O-])=O)=[C:4]([C:17]#[N:18])[CH:3]=1.